Dataset: Reaction yield outcomes from USPTO patents with 853,638 reactions. Task: Predict the reaction yield, written as a fraction of the theoretical maximum amount of product (1.0 means a 100% yield; for example, 0.34 means a 34% yield). The reactants are P(=O)(O)(O)O.[CH3:6][N:7]([CH3:34])[C:8]([C:10]1[C:22]([CH2:23][CH2:24][CH:25]([OH:32])[C:26]2[CH:31]=[CH:30][CH:29]=[CH:28][CH:27]=2)=[C:21](O)[C:13]2[N:14]=[C:15]([CH:18]([CH3:20])[CH3:19])[N:16]([CH3:17])[C:12]=2[CH:11]=1)=[O:9].[OH-].[Na+]. No catalyst specified. The product is [CH3:6][N:7]([CH3:34])[C:8]([C:10]1[C:22]2[CH2:23][CH2:24][CH:25]([C:26]3[CH:27]=[CH:28][CH:29]=[CH:30][CH:31]=3)[O:32][C:21]=2[C:13]2[N:14]=[C:15]([CH:18]([CH3:20])[CH3:19])[N:16]([CH3:17])[C:12]=2[CH:11]=1)=[O:9]. The yield is 0.400.